Dataset: Reaction yield outcomes from USPTO patents with 853,638 reactions. Task: Predict the reaction yield, written as a fraction of the theoretical maximum amount of product (1.0 means a 100% yield; for example, 0.34 means a 34% yield). (1) The reactants are [OH:1][C:2]1[C:10]2[O:9][C:8]([CH3:11])=[C:7]([C:12]([C:14]3[CH:19]=[C:18]([O:20][CH3:21])[C:17]([O:22][CH3:23])=[C:16]([O:24][CH3:25])[CH:15]=3)=[O:13])[C:6]=2[CH:5]=[CH:4][C:3]=1[O:26][CH3:27].C(Br)(Br)(Br)Br.[CH2:33]([O:40][P:41]([O-:50])[O:42][CH2:43][C:44]1[CH:49]=[CH:48][CH:47]=[CH:46][CH:45]=1)[C:34]1[CH:39]=[CH:38][CH:37]=[CH:36][CH:35]=1.C(N(CC)CC)C. The catalyst is C(#N)C.C(OCC)(=O)C. The product is [P:41]([O:1][C:2]1[C:10]2[O:9][C:8]([CH3:11])=[C:7]([C:12](=[O:13])[C:14]3[CH:15]=[C:16]([O:24][CH3:25])[C:17]([O:22][CH3:23])=[C:18]([O:20][CH3:21])[CH:19]=3)[C:6]=2[CH:5]=[CH:4][C:3]=1[O:26][CH3:27])([O:40][CH2:33][C:34]1[CH:39]=[CH:38][CH:37]=[CH:36][CH:35]=1)([O:42][CH2:43][C:44]1[CH:49]=[CH:48][CH:47]=[CH:46][CH:45]=1)=[O:50]. The yield is 0.940. (2) The reactants are [CH2:1]1[C:10]2[C:5](=[CH:6][CH:7]=[CH:8][CH:9]=2)[CH2:4][CH2:3][N:2]1[CH2:11][CH:12]([OH:31])[CH2:13][NH:14][C:15]([C:17]1[CH:18]=[C:19]([NH:23]C(=O)OC(C)(C)C)[CH:20]=[CH:21][CH:22]=1)=[O:16].C(O)(C(F)(F)F)=O. The catalyst is C(Cl)Cl. The product is [NH2:23][C:19]1[CH:18]=[C:17]([CH:22]=[CH:21][CH:20]=1)[C:15]([NH:14][CH2:13][CH:12]([OH:31])[CH2:11][N:2]1[CH2:3][CH2:4][C:5]2[C:10](=[CH:9][CH:8]=[CH:7][CH:6]=2)[CH2:1]1)=[O:16]. The yield is 0.940. (3) The reactants are [NH:1]1[CH2:5][CH2:4][CH2:3][CH2:2]1.[CH:6](=O)[C:7]1[CH:12]=[CH:11][CH:10]=[CH:9][CH:8]=1.C([Cl:17])(=O)C. No catalyst specified. The product is [Cl-:17].[CH:6](=[N+:1]1[CH2:5][CH2:4][CH2:3][CH2:2]1)[C:7]1[CH:12]=[CH:11][CH:10]=[CH:9][CH:8]=1. The yield is 0.720.